This data is from Forward reaction prediction with 1.9M reactions from USPTO patents (1976-2016). The task is: Predict the product of the given reaction. (1) Given the reactants I.[S:2]1[C:6]2[CH2:7][C:8]3[CH:9]=[CH:10][CH:11]=[CH:12][C:13]=3[C:5]=2[N:4]=[C:3]1[NH2:14], predict the reaction product. The product is: [S:2]1[C:6]2[CH2:7][C:8]3[CH:9]=[CH:10][CH:11]=[CH:12][C:13]=3[C:5]=2[N:4]=[C:3]1[NH2:14]. (2) Given the reactants FC(F)(F)[C:3]1[CH:4]=[C:5]([NH:9][C:10](=[O:29])NC2C=CC(C3SC(CCC(OC)=O)=NC=3)=CC=2)[CH:6]=[CH:7][CH:8]=1.[NH2:32][C:33]1[CH:38]=[CH:37][C:36]([C:39]2[O:43][C:42]([CH:44]3[CH2:49][CH2:48][CH:47]([C:50]([O:52][CH3:53])=[O:51])[CH2:46][CH2:45]3)=[N:41][CH:40]=2)=[CH:35][CH:34]=1.N(C1C=CC=CC=1)=C=O, predict the reaction product. The product is: [C:5]1([NH:9][C:10](=[O:29])[NH:32][C:33]2[CH:34]=[CH:35][C:36]([C:39]3[O:43][C:42]([CH:44]4[CH2:45][CH2:46][CH:47]([C:50]([O:52][CH3:53])=[O:51])[CH2:48][CH2:49]4)=[N:41][CH:40]=3)=[CH:37][CH:38]=2)[CH:6]=[CH:7][CH:8]=[CH:3][CH:4]=1. (3) Given the reactants [Cl-:1].[C:2]([C:5]1[C:14](=[O:15])[C:13]2[C:12]([N+]#N)=[C:11]3[O:18]C[O:20][C:10]3=[CH:9][C:8]=2[N:7]([CH2:21][CH3:22])[N:6]=1)([OH:4])=[O:3].S(=O)(=O)(O)O, predict the reaction product. The product is: [Cl:1][C:12]1[C:11]([OH:18])=[C:10]([OH:20])[CH:9]=[C:8]2[C:13]=1[C:14](=[O:15])[C:5]([C:2]([OH:4])=[O:3])=[N:6][N:7]2[CH2:21][CH3:22].